From a dataset of Forward reaction prediction with 1.9M reactions from USPTO patents (1976-2016). Predict the product of the given reaction. (1) Given the reactants [C:1]([OH:13])(=[O:12])[CH2:2][C:3]([CH2:8][C:9]([OH:11])=[O:10])([C:5]([OH:7])=[O:6])[OH:4].O1[B:19]([C@@H:20]([NH:25][C:26](=[O:39])[CH2:27][NH:28][C:29](=[O:38])[C:30]2[CH:35]=[C:34]([Cl:36])[CH:33]=[CH:32][C:31]=2[Cl:37])[CH2:21][CH:22]([CH3:24])[CH3:23])O[B:19]([C@@H:20]([NH:25][C:26](=[O:39])[CH2:27][NH:28][C:29](=[O:38])[C:30]2[CH:35]=[C:34]([Cl:36])[CH:33]=[CH:32][C:31]=2[Cl:37])[CH2:21][CH:22]([CH3:24])[CH3:23])O[B:19]1[C@@H:20]([NH:25][C:26](=[O:39])[CH2:27][NH:28][C:29](=[O:38])[C:30]1[CH:35]=[C:34]([Cl:36])[CH:33]=[CH:32][C:31]=1[Cl:37])[CH2:21][CH:22]([CH3:24])[CH3:23], predict the reaction product. The product is: [Cl:37][C:31]1[CH:32]=[CH:33][C:34]([Cl:36])=[CH:35][C:30]=1[C:29]([NH:28][CH2:27][C:26]([NH:25][C@H:20]([B:19]1[O:4][C:3]([CH2:2][C:1]([OH:13])=[O:12])([CH2:8][C:9]([OH:11])=[O:10])[C:5](=[O:7])[O:6]1)[CH2:21][CH:22]([CH3:24])[CH3:23])=[O:39])=[O:38]. (2) Given the reactants [O:1]1[C:6]2[CH:7]=[CH:8][CH:9]=[CH:10][C:5]=2[NH:4][CH2:3][CH2:2]1.[CH2:11]([O:13][C:14](=[O:20])/[CH:15]=[CH:16]/[C:17](O)=[O:18])[CH3:12].O, predict the reaction product. The product is: [CH2:11]([O:13][C:14](=[O:20])/[CH:15]=[CH:16]/[C:17]([N:4]1[C:5]2[CH:10]=[CH:9][CH:8]=[CH:7][C:6]=2[O:1][CH2:2][CH2:3]1)=[O:18])[CH3:12].